Dataset: NCI-60 drug combinations with 297,098 pairs across 59 cell lines. Task: Regression. Given two drug SMILES strings and cell line genomic features, predict the synergy score measuring deviation from expected non-interaction effect. (1) Cell line: A498. Synergy scores: CSS=-3.67, Synergy_ZIP=8.03, Synergy_Bliss=2.81, Synergy_Loewe=-2.60, Synergy_HSA=-1.07. Drug 2: CC12CCC(CC1=CCC3C2CCC4(C3CC=C4C5=CN=CC=C5)C)O. Drug 1: C1CCN(CC1)CCOC2=CC=C(C=C2)C(=O)C3=C(SC4=C3C=CC(=C4)O)C5=CC=C(C=C5)O. (2) Drug 1: C1CC(=O)NC(=O)C1N2CC3=C(C2=O)C=CC=C3N. Drug 2: CCCCCOC(=O)NC1=NC(=O)N(C=C1F)C2C(C(C(O2)C)O)O. Cell line: SK-OV-3. Synergy scores: CSS=1.84, Synergy_ZIP=-1.03, Synergy_Bliss=-0.0109, Synergy_Loewe=-2.52, Synergy_HSA=-1.38.